From a dataset of Experimentally validated miRNA-target interactions with 360,000+ pairs, plus equal number of negative samples. Binary Classification. Given a miRNA mature sequence and a target amino acid sequence, predict their likelihood of interaction. (1) The miRNA is hsa-miR-4772-3p with sequence CCUGCAACUUUGCCUGAUCAGA. Result: 0 (no interaction). The protein sequence of the target gene is MARTKQTARKSTGGKAPRKQLATKAARKSAPATGGVKKPHRYRPGTVALREIRRYQKSTELLIRKLPFQRLVREIAQDFKTDLRFQSSAVMALQEASEAYLVGLFEDTNLCAIHAKRVTIMPKDIQLARRIRGERA. (2) The protein sequence of the target gene is MPAWGALFLLWATAEATKDCPSPCTCRALETMGLWVDCRGHGLTALPALPARTRHLLLANNSLQSVPPGAFDHLPQLQTLDVTQNPWHCDCSLTYLRLWLEDRTPEALLQVRCASPSLAAHGPLGRLTGYQLGSCGWQLQASWVRPGVLWDVALVAVAALGLALLAGLLCATTEALD. Result: 0 (no interaction). The miRNA is xtr-miR-9-5p with sequence UCUUUGGUUAUCUAGCUGUAUG.